This data is from Peptide-MHC class I binding affinity with 185,985 pairs from IEDB/IMGT. The task is: Regression. Given a peptide amino acid sequence and an MHC pseudo amino acid sequence, predict their binding affinity value. This is MHC class I binding data. (1) The peptide sequence is DIVGGLFTY. The MHC is HLA-A26:03 with pseudo-sequence HLA-A26:03. The binding affinity (normalized) is 0.600. (2) The peptide sequence is VQLPKRGVRV. The MHC is HLA-A02:03 with pseudo-sequence HLA-A02:03. The binding affinity (normalized) is 0.288. (3) The peptide sequence is KRFQPFQQF. The MHC is HLA-A31:01 with pseudo-sequence HLA-A31:01. The binding affinity (normalized) is 0.0847.